This data is from Forward reaction prediction with 1.9M reactions from USPTO patents (1976-2016). The task is: Predict the product of the given reaction. (1) Given the reactants B([O-])[O-].[CH3:4][C:5]([C:9]1[CH:14]=[CH:13][CH:12]=[C:11](B2OC(C)(C)C(C)(C)O2)[CH:10]=1)([CH3:8])[C:6]#[N:7].[I-].I[C:26]1[C:31]([CH3:32])=[CH:30][N:29]=[C:28]2[NH:33][N:34]=[CH:35][C:27]=12.C([O-])([O-])=O.[Na+].[Na+].O1CCOCC1, predict the reaction product. The product is: [CH3:8][C:5]([C:9]1[CH:14]=[CH:13][CH:12]=[C:11]([C:26]2[C:31]([CH3:32])=[CH:30][N:29]=[C:28]3[NH:33][N:34]=[CH:35][C:27]=23)[CH:10]=1)([CH3:4])[C:6]#[N:7]. (2) Given the reactants O.[OH-].[Li+].C([O:6][C:7](=[O:31])[CH2:8][O:9][C:10]1[CH:15]=[CH:14][C:13]([C:16](=[N:18][O:19][CH2:20][C:21]2[CH:26]=[CH:25][C:24]([C:27]([F:30])([F:29])[F:28])=[CH:23][CH:22]=2)[CH3:17])=[CH:12][CH:11]=1)C, predict the reaction product. The product is: [F:28][C:27]([F:29])([F:30])[C:24]1[CH:25]=[CH:26][C:21]([CH2:20][O:19][N:18]=[C:16]([C:13]2[CH:14]=[CH:15][C:10]([O:9][CH2:8][C:7]([OH:31])=[O:6])=[CH:11][CH:12]=2)[CH3:17])=[CH:22][CH:23]=1. (3) The product is: [CH3:24][N:25]([CH3:26])[CH:27]=[N:28][S:29]([C:32]1[C:33]([C:38]2[CH:39]=[CH:40][C:41]([CH2:44][N:11]3[C:10]([C:12]4[CH:17]=[CH:16][CH:15]=[CH:14][CH:13]=4)=[C:9]([C:18]4[CH:19]=[CH:20][CH:21]=[CH:22][CH:23]=4)[N:8]=[C:7]3[C:1]3[CH:6]=[CH:5][CH:4]=[CH:3][CH:2]=3)=[CH:42][CH:43]=2)=[CH:34][CH:35]=[CH:36][CH:37]=1)(=[O:30])=[O:31]. Given the reactants [C:1]1([C:7]2[NH:8][C:9]([C:18]3[CH:23]=[CH:22][CH:21]=[CH:20][CH:19]=3)=[C:10]([C:12]3[CH:17]=[CH:16][CH:15]=[CH:14][CH:13]=3)[N:11]=2)[CH:6]=[CH:5][CH:4]=[CH:3][CH:2]=1.[CH3:24][N:25]([CH:27]=[N:28][S:29]([C:32]1[C:33]([C:38]2[CH:43]=[CH:42][C:41]([CH2:44]Br)=[CH:40][CH:39]=2)=[CH:34][CH:35]=[CH:36][CH:37]=1)(=[O:31])=[O:30])[CH3:26].C([O-])([O-])=O.[K+].[K+].O, predict the reaction product. (4) Given the reactants [NH2:1][C@@H:2]([CH2:5][CH2:6][C:7]1([C:10]2[CH:15]=[CH:14][C:13]([Cl:16])=[CH:12][CH:11]=2)[CH2:9][CH2:8]1)[CH2:3][OH:4].[N:17]#[C:18]Br, predict the reaction product. The product is: [Cl:16][C:13]1[CH:12]=[CH:11][C:10]([C:7]2([CH2:6][CH2:5][C@H:2]3[CH2:3][O:4][C:18]([NH2:17])=[N:1]3)[CH2:9][CH2:8]2)=[CH:15][CH:14]=1.